From a dataset of Forward reaction prediction with 1.9M reactions from USPTO patents (1976-2016). Predict the product of the given reaction. (1) Given the reactants [NH2:1][C:2]1[CH:7]=[CH:6][N:5]=[CH:4][CH:3]=1.[CH3:8][O:9][C:10]1[C:15]2[O:16][C:17]3[CH:22]=[CH:21][CH:20]=[CH:19][C:18]=3[C:14]=2[C:13]([S:23](Cl)(=[O:25])=[O:24])=[CH:12][CH:11]=1.C(N(CC)CC)C.CO, predict the reaction product. The product is: [CH3:8][O:9][C:10]1[C:15]2[O:16][C:17]3[CH:22]=[CH:21][CH:20]=[CH:19][C:18]=3[C:14]=2[C:13]([S:23]([NH:1][C:2]2[CH:7]=[CH:6][N:5]=[CH:4][CH:3]=2)(=[O:25])=[O:24])=[CH:12][CH:11]=1. (2) Given the reactants [N+:1]([C:4]1[CH:9]=[CH:8][C:7]([OH:10])=[CH:6][CH:5]=1)([O-:3])=[O:2].[H-].[Na+].[CH3:13][O:14][CH2:15][CH2:16]Br, predict the reaction product. The product is: [CH3:13][O:14][CH2:15][CH2:16][O:10][C:7]1[CH:8]=[CH:9][C:4]([N+:1]([O-:3])=[O:2])=[CH:5][CH:6]=1. (3) Given the reactants [Cl:1][C:2]1[CH:3]=[C:4]([C:10]2[C:11]([CH3:33])=[N:12][N:13]([CH2:16][C:17]3[CH:22]=[CH:21][C:20]([S:23]([O:26]C4C=CC=CC=4)(=[O:25])=[O:24])=[CH:19][CH:18]=3)[C:14]=2[CH3:15])[CH:5]=[CH:6][C:7]=1[C:8]#[N:9].[OH-].[Na+], predict the reaction product. The product is: [Cl:1][C:2]1[CH:3]=[C:4]([C:10]2[C:11]([CH3:33])=[N:12][N:13]([CH2:16][C:17]3[CH:22]=[CH:21][C:20]([S:23]([OH:26])(=[O:24])=[O:25])=[CH:19][CH:18]=3)[C:14]=2[CH3:15])[CH:5]=[CH:6][C:7]=1[C:8]#[N:9]. (4) Given the reactants [NH2:1][C@@H:2]([CH2:5][N:6]([CH2:13][CH3:14])[C:7]1[CH:12]=[CH:11][CH:10]=[CH:9][CH:8]=1)[CH2:3][OH:4].[N:15]#[C:16]Br, predict the reaction product. The product is: [CH2:13]([N:6]([CH2:5][C@H:2]1[CH2:3][O:4][C:16]([NH2:15])=[N:1]1)[C:7]1[CH:12]=[CH:11][CH:10]=[CH:9][CH:8]=1)[CH3:14]. (5) Given the reactants [C:1]([O:5][C:6](=[O:25])[NH:7][CH2:8][C@H:9]1[N:14]([C:15](=[O:24])[C:16]2[CH:21]=[CH:20][C:19]([CH3:22])=[CH:18][C:17]=2Br)[CH2:13][C@@H:12]2[C@H:10]1[CH2:11]2)([CH3:4])([CH3:3])[CH3:2].[F:26][C:27]1[CH:28]=[C:29](B(O)O)[CH:30]=[CH:31][CH:32]=1.C([O-])([O-])=O.[Na+].[Na+], predict the reaction product. The product is: [C:1]([O:5][C:6](=[O:25])[NH:7][CH2:8][C@H:9]1[N:14]([C:15]([C:16]2[C:17]([C:31]3[CH:30]=[CH:29][CH:28]=[C:27]([F:26])[CH:32]=3)=[CH:18][C:19]([CH3:22])=[CH:20][CH:21]=2)=[O:24])[CH2:13][C@@H:12]2[C@H:10]1[CH2:11]2)([CH3:4])([CH3:3])[CH3:2]. (6) Given the reactants [CH2:1]([CH:3]([CH2:19][CH3:20])[CH:4]([N:14]1[CH:18]=[CH:17][N:16]=[CH:15]1)[C:5]1[CH:10]=[CH:9][C:8]([N:11]=[C:12]=[S:13])=[CH:7][CH:6]=1)[CH3:2].[S:21]1[C:25]2[CH:26]=[CH:27][CH:28]=[CH:29][C:24]=2[N:23]=[C:22]1[NH2:30], predict the reaction product. The product is: [S:21]1[C:25]2[CH:26]=[CH:27][CH:28]=[CH:29][C:24]=2[N:23]=[C:22]1[NH:30][C:12]([NH:11][C:8]1[CH:7]=[CH:6][C:5]([CH:4]([N:14]2[CH:18]=[CH:17][N:16]=[CH:15]2)[CH:3]([CH2:1][CH3:2])[CH2:19][CH3:20])=[CH:10][CH:9]=1)=[S:13].